From a dataset of Full USPTO retrosynthesis dataset with 1.9M reactions from patents (1976-2016). Predict the reactants needed to synthesize the given product. (1) Given the product [NH2:33][C:30]([CH3:31])([CH3:32])[C:29]([N:26]1[CH2:27][CH2:28][C@@:24]([N:21]2[C:10]3[N:11]=[C:12]([N:14]4[CH2:19][CH2:18][O:17][CH2:16][C@@H:15]4[CH3:20])[N:13]=[C:8]([C:5]4[CH:4]=[N:3][C:2]([NH2:1])=[N:7][CH:6]=4)[C:9]=3[CH2:23][CH2:22]2)([CH3:42])[CH2:25]1)=[O:41], predict the reactants needed to synthesize it. The reactants are: [NH2:1][C:2]1[N:7]=[CH:6][C:5]([C:8]2[C:9]3[CH2:23][CH2:22][N:21]([C@@:24]4([CH3:42])[CH2:28][CH2:27][N:26]([C:29](=[O:41])[C:30]([NH:33]C(=O)OC(C)(C)C)([CH3:32])[CH3:31])[CH2:25]4)[C:10]=3[N:11]=[C:12]([N:14]3[CH2:19][CH2:18][O:17][CH2:16][C@@H:15]3[CH3:20])[N:13]=2)=[CH:4][N:3]=1.Cl.O1CCOCC1.C1(C)C=CC=CC=1. (2) Given the product [CH2:16]([O:18][C:19](=[O:31])[CH2:20][C@H:21]1[C:29]2[C:24](=[CH:25][C:26]([O:30][CH2:2][CH2:3][CH2:4][O:5][C:6]3[CH:15]=[CH:14][C:9]4[C:10]([CH3:13])=[CH:11][O:12][C:8]=4[CH:7]=3)=[CH:27][CH:28]=2)[CH2:23][CH2:22]1)[CH3:17], predict the reactants needed to synthesize it. The reactants are: Br[CH2:2][CH2:3][CH2:4][O:5][C:6]1[CH:15]=[CH:14][C:9]2[C:10]([CH3:13])=[CH:11][O:12][C:8]=2[CH:7]=1.[CH2:16]([O:18][C:19](=[O:31])[CH2:20][C@H:21]1[C:29]2[C:24](=[CH:25][C:26]([OH:30])=[CH:27][CH:28]=2)[CH2:23][CH2:22]1)[CH3:17].O.C([O-])([O-])=O.[Cs+].[Cs+].